From a dataset of Forward reaction prediction with 1.9M reactions from USPTO patents (1976-2016). Predict the product of the given reaction. (1) Given the reactants [CH3:1][CH:2]1[CH2:7][CH2:6][CH:5]([O:8][C:9]2[CH:18]=[CH:17][CH:16]=[C:15]3[C:10]=2[CH:11]=[CH:12][C:13]([CH2:19]OS(C)(=O)=O)=[CH:14]3)[CH2:4][CH2:3]1.CN(C=O)C.Cl.C[O:32][C:33]([CH:35]1[CH2:42][CH:41]2[NH:43][CH:37]([CH2:38][CH2:39][CH2:40]2)[CH2:36]1)=[O:34].C(=O)([O-])[O-].[Cs+].[Cs+].O1CCCC1.[OH-].[Li+].O, predict the reaction product. The product is: [CH3:1][C@@H:2]1[CH2:7][CH2:6][C@H:5]([O:8][C:9]2[CH:18]=[CH:17][CH:16]=[C:15]3[C:10]=2[CH:11]=[CH:12][C:13]([CH2:19][N:43]2[CH:41]4[CH2:40][CH2:39][CH2:38][CH:37]2[CH2:36][CH:35]([C:33]([OH:32])=[O:34])[CH2:42]4)=[CH:14]3)[CH2:4][CH2:3]1. (2) The product is: [C:1]([O:5][C:6]([N:8]1[CH2:11][CH:10]([O:12][C:13]2[CH:18]=[C:17]([C:25]3[CH:26]=[CH:27][CH:28]=[CH:29][C:24]=3[C:23]([F:34])([F:33])[F:22])[CH:16]=[CH:15][C:14]=2[C:20]#[N:21])[CH2:9]1)=[O:7])([CH3:4])([CH3:3])[CH3:2]. Given the reactants [C:1]([O:5][C:6]([N:8]1[CH2:11][CH:10]([O:12][C:13]2[CH:18]=[C:17](Br)[CH:16]=[CH:15][C:14]=2[C:20]#[N:21])[CH2:9]1)=[O:7])([CH3:4])([CH3:3])[CH3:2].[F:22][C:23]([F:34])([F:33])[C:24]1[CH:29]=[CH:28][CH:27]=[CH:26][C:25]=1B(O)O, predict the reaction product.